From a dataset of Reaction yield outcomes from USPTO patents with 853,638 reactions. Predict the reaction yield, written as a fraction of the theoretical maximum amount of product (1.0 means a 100% yield; for example, 0.34 means a 34% yield). (1) The reactants are Br[C:2]1[CH:7]=[C:6]([Cl:8])[CH:5]=[CH:4][C:3]=1[O:9][CH2:10][C:11]([F:14])([F:13])[F:12].C([O-])(=O)C.[K+].[B:20]1([B:20]2[O:24][C:23]([CH3:26])([CH3:25])[C:22]([CH3:28])([CH3:27])[O:21]2)[O:24][C:23]([CH3:26])([CH3:25])[C:22]([CH3:28])([CH3:27])[O:21]1. The catalyst is C(COC)OC. The product is [Cl:8][C:6]1[CH:5]=[CH:4][C:3]([O:9][CH2:10][C:11]([F:14])([F:13])[F:12])=[C:2]([B:20]2[O:24][C:23]([CH3:26])([CH3:25])[C:22]([CH3:28])([CH3:27])[O:21]2)[CH:7]=1. The yield is 1.00. (2) The reactants are Br[C:2]1[CH:3]=[CH:4][C:5]2[N:6]([CH:8]=[C:9]([C:11]3[CH:16]=[CH:15][C:14]([F:17])=[CH:13][CH:12]=3)[N:10]=2)[CH:7]=1.[NH:18]1[CH2:23][CH2:22][O:21][CH2:20][CH2:19]1.CC(C)([O-])C.[Na+].C1C=CC(P(C2C(C3C(P(C4C=CC=CC=4)C4C=CC=CC=4)=CC=C4C=3C=CC=C4)=C3C(C=CC=C3)=CC=2)C2C=CC=CC=2)=CC=1. The catalyst is C1(C)C=CC=CC=1.C1C=CC(/C=C/C(/C=C/C2C=CC=CC=2)=O)=CC=1.C1C=CC(/C=C/C(/C=C/C2C=CC=CC=2)=O)=CC=1.C1C=CC(/C=C/C(/C=C/C2C=CC=CC=2)=O)=CC=1.[Pd].[Pd]. The product is [F:17][C:14]1[CH:15]=[CH:16][C:11]([C:9]2[N:10]=[C:5]3[CH:4]=[CH:3][C:2]([N:18]4[CH2:23][CH2:22][O:21][CH2:20][CH2:19]4)=[CH:7][N:6]3[CH:8]=2)=[CH:12][CH:13]=1. The yield is 0.580.